From a dataset of Experimentally validated miRNA-target interactions with 360,000+ pairs, plus equal number of negative samples. Binary Classification. Given a miRNA mature sequence and a target amino acid sequence, predict their likelihood of interaction. (1) The miRNA is mmu-miR-302d-3p with sequence UAAGUGCUUCCAUGUUUGAGUGU. The protein sequence of the target gene is MNVEVVKVMPQDLVTFKDVAIDFSQEEWQWMNPAQKRLYRSMMLENYQSLVSLGLCISKPYVISLLEQGREPWEMTSEMTRSPFSDWESIYVTQELPLKQFMYDDACMEGITSYGLECSTFEENWKWEDLFEKQMGSHEMFSKKEIITHKETITKETEFKYTKFGKCIHLENIEESIYNHTSDKKSFSKNSMVIKHKKVYVGKKLFKCNECDKTFTHSSSLTVHFRIHTGEKPYACEECGKAFKQRQHLAQHHRTHTGEKLFECKECRKAFKQSEHLIQHQRIHTGEKPYKCKECRKAFR.... Result: 0 (no interaction). (2) The miRNA is hsa-miR-6722-3p with sequence UGCAGGGGUCGGGUGGGCCAGG. The protein sequence of the target gene is MQRRDDPAARMSRSSGRSGSMDPSGAHPSVRQTPSRQPPLPHRSRGGGGGSRGGARASPATQPPPLLPPSATGPDATVGGPAPTPLLPPSATASVKMEPENKYLPELMAEKDSLDPSFTHAMQLLTAEIEKIQKGDSKKDDEENYLDLFSHKNMKLKERVLIPVKQYPKFNFVGKILGPQGNTIKRLQEETGAKISVLGKGSMRDKAKEEELRKGGDPKYAHLNMDLHVFIEVFGPPCEAYALMAHAMEEVKKFLVPDMMDDICQEQFLELSYLNGVPEPSRGRGVPVRGRGAAPPPPPV.... Result: 0 (no interaction). (3) The miRNA is hsa-miR-640 with sequence AUGAUCCAGGAACCUGCCUCU. The protein sequence of the target gene is MTATTRGSPVGGNDNQGQAPDGQSQPPLQQNQTSSPDSSNENSPATPPDEQGQGDAPPQLEDEEPAFPHTDLAKLDDMINRPRWVVPVLPKGELEVLLEAAIDLSKKGLDVKSEACQRFFRDGLTISFTKILTDEAVSGWKFEIHRCIINNTHRLVELCVAKLSQDWFPLLELLAMALNPHCKFHIYNGTRPCESVSSSVQLPEDELFARSPDPRSPKGWLVDLLNKFGTLNGFQILHDRFINGSALNVQIIAALIKPFGQCYEFLTLHTVKKYFLPIIEMVPQFLENLTDEELKKEAKN.... Result: 1 (interaction). (4) The miRNA is cel-miR-785-3p with sequence UAAGUGAAUUGUUUUGUGUAGA. The protein sequence of the target gene is MPSESFCLAAQSRLDSKWLKTDIQLAFTRDGLCGLWNEMVKDGEIVYTGTELAQNRELPLRKDDGVDAQSGTKKEDLNDKEKKEEEETPAPVYRAKSILESWVWGRQPDVNELKECLSVLVKEQQALAVQSATTTLSALRLKQRLVILERYFIALNRTVFQENVKVKWKSSSISVPPTEKKSARPTGRGVEGLARVGSRAALSFAFAFLRRAWRSGEDADLCSELLQESLDALRALPEASLFDESTVSSVWLEVVERATRFLRSVVTGDVHGTPGTKGPGGVPLQDQHLALAILLELAVQ.... Result: 0 (no interaction). (5) The miRNA is mmu-miR-345-3p with sequence CCUGAACUAGGGGUCUGGAGAC. The protein sequence of the target gene is MAGSEPRSGTNSPPPPFSDWGRLEAAILSGWKTFWQSVSKERVARTTSREEVDEAASTLTRLPIDVQLYILSFLSPHDLCQLGSTNHYWNETVRDPILWRYFLLRDLPSWSSVDWKSLPDLEILKKPISEVTDGAFFDYMAVYRMCCPYTRRASKSSRPMYGAVTSFLHSLIIQNEPRFAMFGPGLEELNTSLVLSLMSSEELCPTAGLPQRQIDGIGSGVNFQLNNQHKFNILILYSTTRKERDRAREEHTSAVNKMFSRHNEGDDQQGSRYSVIPQIQKVCEVVDGFIYVANAEAHKR.... Result: 0 (no interaction).